Predict the reaction yield, written as a fraction of the theoretical maximum amount of product (1.0 means a 100% yield; for example, 0.34 means a 34% yield). From a dataset of Reaction yield outcomes from USPTO patents with 853,638 reactions. (1) The reactants are [OH:1][C:2]1([CH2:15][CH:16]=O)[CH2:14][CH2:13][C:5]2([O:10][CH2:9][C:8]([CH3:12])([CH3:11])[CH2:7][O:6]2)[CH2:4][CH2:3]1.[CH3:18][O:19][C:20]1[CH:25]=[CH:24][C:23]([C@@H:26]([NH2:29])[CH2:27][CH3:28])=[CH:22][CH:21]=1. No catalyst specified. The product is [CH3:18][O:19][C:20]1[CH:25]=[CH:24][C:23]([C@@H:26]([NH:29][CH2:16][CH2:15][C:2]2([OH:1])[CH2:3][CH2:4][C:5]3([O:10][CH2:9][C:8]([CH3:11])([CH3:12])[CH2:7][O:6]3)[CH2:13][CH2:14]2)[CH2:27][CH3:28])=[CH:22][CH:21]=1. The yield is 0.530. (2) The reactants are CN(CC1[N:15]=[N:16][N:17]([CH2:19][CH2:20][CH2:21][N:22]2[C:30](=[O:31])[C:29]3[C:24](=[CH:25][CH:26]=[CH:27][CH:28]=3)[C:23]2=[O:32])C=1)C1C2N=CC=CC=2CCC1.O=C1C2C(=CC=CC=2)C(=O)N1CCCN1C=C(C=O)N=N1.CN(CC#C)C1C2N=CC=CC=2CCC1.C(O[BH-](OC(=O)C)OC(=O)C)(=O)C.[Na+].C(=O)(O)[O-].[Na+]. The catalyst is C(O)(=O)C.ClCCCl. The product is [N:17]([CH2:19][CH2:20][CH2:21][N:22]1[C:30](=[O:31])[C:29]2[C:24](=[CH:25][CH:26]=[CH:27][CH:28]=2)[C:23]1=[O:32])=[N+:16]=[N-:15]. The yield is 0.800.